From a dataset of Reaction yield outcomes from USPTO patents with 853,638 reactions. Predict the reaction yield, written as a fraction of the theoretical maximum amount of product (1.0 means a 100% yield; for example, 0.34 means a 34% yield). The reactants are [C:1]([C:3]1[CH:4]=[C:5]([C:13]2[S:14][C:15]([C:18]3[CH:26]=[CH:25][CH:24]=[C:23]4[C:19]=3[CH2:20][CH2:21][C@H:22]4[NH:27][S:28]([CH:31]=[CH2:32])(=[O:30])=[O:29])=[CH:16][N:17]=2)[CH:6]=[CH:7][C:8]=1[O:9][CH:10]([CH3:12])[CH3:11])#[N:2].Cl.[NH:34]1[CH2:39][CH2:38][CH2:37][C@@H:36]([OH:40])[CH2:35]1. The catalyst is CN(C=O)C. The product is [C:1]([C:3]1[CH:4]=[C:5]([C:13]2[S:14][C:15]([C:18]3[CH:26]=[CH:25][CH:24]=[C:23]4[C:19]=3[CH2:20][CH2:21][C@H:22]4[NH:27][S:28]([CH2:31][CH2:32][N:34]3[CH2:39][CH2:38][CH2:37][C@@H:36]([OH:40])[CH2:35]3)(=[O:30])=[O:29])=[CH:16][N:17]=2)[CH:6]=[CH:7][C:8]=1[O:9][CH:10]([CH3:12])[CH3:11])#[N:2]. The yield is 0.800.